Dataset: Forward reaction prediction with 1.9M reactions from USPTO patents (1976-2016). Task: Predict the product of the given reaction. Given the reactants C(OC1([CH2:27][C:28]2[CH:33]=[CH:32][C:31]([O:34][CH3:35])=[CH:30][C:29]=2[OH:36])C2C(=CC=C(C)C=2)N(CCCC(C)C)C1=O)(=O)C1C=CC=CC=1.[C:37]([O:45][CH:46]1[C:54]2[C:49](=[CH:50][CH:51]=[C:52]([Cl:55])[CH:53]=2)[N:48]([CH2:56][CH2:57][CH2:58][N:59]2[CH2:64][CH2:63][O:62][CH2:61][CH2:60]2)[C:47]1=[O:65])(=[O:44])[C:38]1[CH:43]=[CH:42][CH:41]=[CH:40][CH:39]=1, predict the reaction product. The product is: [C:37]([O:45][C:46]1([CH2:27][C:28]2[CH:33]=[CH:32][C:31]([O:34][CH3:35])=[CH:30][C:29]=2[OH:36])[C:54]2[C:49](=[CH:50][CH:51]=[C:52]([Cl:55])[CH:53]=2)[N:48]([CH2:56][CH2:57][CH2:58][N:59]2[CH2:64][CH2:63][O:62][CH2:61][CH2:60]2)[C:47]1=[O:65])(=[O:44])[C:38]1[CH:43]=[CH:42][CH:41]=[CH:40][CH:39]=1.